This data is from Peptide-MHC class I binding affinity with 185,985 pairs from IEDB/IMGT. The task is: Regression. Given a peptide amino acid sequence and an MHC pseudo amino acid sequence, predict their binding affinity value. This is MHC class I binding data. The peptide sequence is FLILCSVLL. The MHC is HLA-A03:01 with pseudo-sequence HLA-A03:01. The binding affinity (normalized) is 0.0847.